This data is from Forward reaction prediction with 1.9M reactions from USPTO patents (1976-2016). The task is: Predict the product of the given reaction. (1) Given the reactants Cl[C:2]1[C:11]2[C:6](=[CH:7][CH:8]=[CH:9][CH:10]=2)[C:5]([N+:12]([O-:14])=[O:13])=[CH:4][CH:3]=1.[NH2:15][CH2:16][CH2:17][CH2:18][OH:19], predict the reaction product. The product is: [N+:12]([C:5]1[C:6]2[C:11](=[CH:10][CH:9]=[CH:8][CH:7]=2)[C:2]([NH:15][CH2:16][CH2:17][CH2:18][OH:19])=[CH:3][CH:4]=1)([O-:14])=[O:13]. (2) Given the reactants C1(C)C=CC(S(O[CH2:11][CH2:12][C:13]2([CH3:30])[CH2:22][CH2:21][C:20]3[C:15](=[C:16]([CH3:29])[C:17]([CH3:28])=[C:18]([O:24][CH2:25][O:26][CH3:27])[C:19]=3[CH3:23])[O:14]2)(=O)=O)=CC=1.[NH:32]1[CH2:37][CH2:36][NH:35][CH2:34][CH2:33]1.CCCCCC.C(OCC)(=O)C.C(Cl)(Cl)Cl.CO, predict the reaction product. The product is: [CH3:27][O:26][CH2:25][O:24][C:18]1[C:19]([CH3:23])=[C:20]2[C:15](=[C:16]([CH3:29])[C:17]=1[CH3:28])[O:14][C:13]([CH2:12][CH2:11][N:32]1[CH2:37][CH2:36][NH:35][CH2:34][CH2:33]1)([CH3:30])[CH2:22][CH2:21]2.